Task: Predict the reaction yield, written as a fraction of the theoretical maximum amount of product (1.0 means a 100% yield; for example, 0.34 means a 34% yield).. Dataset: Reaction yield outcomes from USPTO patents with 853,638 reactions (1) The reactants are [OH:1][C:2]1[CH:3]=[C:4]([CH:7]=[CH:8][CH:9]=1)[CH:5]=[O:6].[N+:10]([CH3:13])([O-:12])=[O:11].[F-].C([N+](CCCC)(CCCC)CCCC)CCC. The catalyst is O1CCCC1.C(OCC)(=O)C. The product is [OH:6][CH:5]([C:4]1[CH:3]=[C:2]([OH:1])[CH:9]=[CH:8][CH:7]=1)[CH2:13][N+:10]([O-:12])=[O:11]. The yield is 0.900. (2) The reactants are [CH:1]([O:4][C:5]1[CH:30]=[CH:29][C:8]([C:9]([C:11]2[CH:16]=[CH:15][CH:14]=[C:13]([C:17](=O)[C:18]3[CH:23]=[CH:22][C:21]([O:24][CH:25]([CH3:27])[CH3:26])=[CH:20][CH:19]=3)[CH:12]=2)=[O:10])=[CH:7][CH:6]=1)([CH3:3])[CH3:2].[NH2:31][NH:32][C:33]([NH2:35])=[S:34].C1(C)C=CC(S(O)(=O)=O)=CC=1. The catalyst is CO. The product is [CH:1]([O:4][C:5]1[CH:30]=[CH:29][C:8]([C:9]([C:11]2[CH:16]=[CH:15][CH:14]=[C:13]([C:17](=[N:31][NH:32][C:33]([NH2:35])=[S:34])[C:18]3[CH:23]=[CH:22][C:21]([O:24][CH:25]([CH3:27])[CH3:26])=[CH:20][CH:19]=3)[CH:12]=2)=[O:10])=[CH:7][CH:6]=1)([CH3:3])[CH3:2]. The yield is 0.270. (3) The reactants are [C:1]([O:5][C:6]([NH:8][CH2:9][CH:10]1[CH2:15][CH2:14][CH2:13][CH2:12][N:11]1[C:16]1[N:21]=[C:20](Cl)[C:19]([C:23]([O:25][CH3:26])=[O:24])=[C:18]([NH:27][C:28]2[CH:29]=[C:30]([CH3:34])[CH:31]=[CH:32][CH:33]=2)[N:17]=1)=[O:7])([CH3:4])([CH3:3])[CH3:2].O.[CH3:36][N:37](C=O)C. The catalyst is C1C=CC([P]([Pd]([P](C2C=CC=CC=2)(C2C=CC=CC=2)C2C=CC=CC=2)([P](C2C=CC=CC=2)(C2C=CC=CC=2)C2C=CC=CC=2)[P](C2C=CC=CC=2)(C2C=CC=CC=2)C2C=CC=CC=2)(C2C=CC=CC=2)C2C=CC=CC=2)=CC=1.[C-]#N.[Zn+2].[C-]#N. The product is [C:1]([O:5][C:6]([NH:8][CH2:9][CH:10]1[CH2:15][CH2:14][CH2:13][CH2:12][N:11]1[C:16]1[N:21]=[C:20]([C:36]#[N:37])[C:19]([C:23]([O:25][CH3:26])=[O:24])=[C:18]([NH:27][C:28]2[CH:29]=[C:30]([CH3:34])[CH:31]=[CH:32][CH:33]=2)[N:17]=1)=[O:7])([CH3:4])([CH3:3])[CH3:2]. The yield is 0.800. (4) The reactants are C(OC([N:8]1[CH2:13][CH2:12][N:11]([C:14]2[CH:19]=[CH:18][C:17]([C:20]3[CH:21]=[C:22]4[C:31]([C:32]5[C:33]([CH3:47])=[N:34][N:35]([CH2:38][C:39]6[CH:44]=[C:43]([F:45])[CH:42]=[C:41]([F:46])[CH:40]=6)[C:36]=5[CH3:37])=[CH:30][N:29](C(OC(C)(C)C)=O)[C:23]4=[N:24][C:25]=3[CH:26]3[CH2:28][CH2:27]3)=[CH:16][CH:15]=2)[CH2:10][CH2:9]1)=O)(C)(C)C.[ClH:55]. The catalyst is CO. The product is [ClH:55].[CH:26]1([C:25]2[N:24]=[C:23]3[NH:29][CH:30]=[C:31]([C:32]4[C:33]([CH3:47])=[N:34][N:35]([CH2:38][C:39]5[CH:44]=[C:43]([F:45])[CH:42]=[C:41]([F:46])[CH:40]=5)[C:36]=4[CH3:37])[C:22]3=[CH:21][C:20]=2[C:17]2[CH:18]=[CH:19][C:14]([N:11]3[CH2:10][CH2:9][NH:8][CH2:13][CH2:12]3)=[CH:15][CH:16]=2)[CH2:27][CH2:28]1. The yield is 0.0500. (5) The reactants are C([O:4][CH2:5][C:6]1[CH:7]=[C:8]2[CH:14]=[CH:13][O:12][C:9]2=[CH:10][N:11]=1)(=O)C.C([O-])(O)=O.[Na+].[Br:20]Br.C([O-])([O-])=O.[K+].[K+]. The catalyst is C(Cl)Cl. The product is [Br:20][C:14]1[C:8]2[C:9](=[CH:10][N:11]=[C:6]([CH2:5][OH:4])[CH:7]=2)[O:12][CH:13]=1. The yield is 0.810. (6) The product is [CH2:21]([O:33][C:2]1[CH:7]=[CH:6][C:5]([N+:8]([O-:10])=[O:9])=[CH:4][C:3]=1[C:11]1[CH:16]=[C:15]([N+:17]([O-:19])=[O:18])[CH:14]=[CH:13][C:12]=1[O:37][CH2:34][CH2:16][CH2:15][CH2:14][CH2:13][CH2:12][CH2:11][CH2:3][CH2:4][CH2:5][CH2:6][CH3:7])[CH2:22][CH2:23][CH2:24][CH2:25][CH2:26][CH2:27][CH2:28][CH2:29][CH2:30][CH2:31][CH3:32]. The catalyst is CN(C=O)C. The reactants are F[C:2]1[CH:7]=[CH:6][C:5]([N+:8]([O-:10])=[O:9])=[CH:4][C:3]=1[C:11]1[CH:16]=[C:15]([N+:17]([O-:19])=[O:18])[CH:14]=[CH:13][C:12]=1F.[CH2:21]([OH:33])[CH2:22][CH2:23][CH2:24][CH2:25][CH2:26][CH2:27][CH2:28][CH2:29][CH2:30][CH2:31][CH3:32].[C:34](=[O:37])([O-])[O-].[K+].[K+]. The yield is 0.606. (7) The reactants are C(=O)[C:2]1[CH:9]=[CH:8][C:5]([CH:6]=[O:7])=[CH:4][CH:3]=1.C(O)C.C(O[CH:17]([O:21][CH2:22][CH3:23])[O:18][CH2:19][CH3:20])C. The catalyst is [Cl-].[NH4+]. The product is [CH2:22]([O:21][CH:17]([O:18][CH2:19][CH3:20])[C:2]1[CH:9]=[CH:8][C:5]([CH:6]=[O:7])=[CH:4][CH:3]=1)[CH3:23]. The yield is 0.500.